From a dataset of Forward reaction prediction with 1.9M reactions from USPTO patents (1976-2016). Predict the product of the given reaction. (1) Given the reactants [CH3:1][C:2]1[NH:3][C:4]2[C:9]([C:10]=1[CH3:11])=[C:8]([NH2:12])[CH:7]=[CH:6][CH:5]=2.[Br:13][C:14]1[CH:19]=[CH:18][C:17]([CH2:20][N:21]=[C:22]=[O:23])=[CH:16][CH:15]=1.CCCCCC, predict the reaction product. The product is: [Br:13][C:14]1[CH:15]=[CH:16][C:17]([CH2:20][NH:21][C:22]([NH:12][C:8]2[CH:7]=[CH:6][CH:5]=[C:4]3[C:9]=2[C:10]([CH3:11])=[C:2]([CH3:1])[NH:3]3)=[O:23])=[CH:18][CH:19]=1. (2) The product is: [NH2:5][C:6]1[N:11]=[CH:10][C:9](/[CH:12]=[CH:13]/[C:14]([N:29]([CH2:28][C:21]2[C:22]3[C:27](=[CH:26][CH:25]=[CH:24][CH:23]=3)[N:19]([CH2:17][CH3:18])[CH:20]=2)[CH3:30])=[O:16])=[CH:8][CH:7]=1. Given the reactants C(Cl)CCl.[NH2:5][C:6]1[N:11]=[CH:10][C:9](/[CH:12]=[CH:13]/[C:14]([OH:16])=O)=[CH:8][CH:7]=1.[CH2:17]([N:19]1[C:27]2[C:22](=[CH:23][CH:24]=[CH:25][CH:26]=2)[C:21]([CH2:28][NH:29][CH3:30])=[CH:20]1)[CH3:18].C1C=CC2N(O)N=NC=2C=1.O.C(N(C(C)C)CC)(C)C, predict the reaction product.